Dataset: Reaction yield outcomes from USPTO patents with 853,638 reactions. Task: Predict the reaction yield, written as a fraction of the theoretical maximum amount of product (1.0 means a 100% yield; for example, 0.34 means a 34% yield). (1) The reactants are C1N=C[N:3](C(N2C=NC=C2)=O)C=1.[Br:13][C:14]1[CH:15]=[C:16]([CH:20]=[C:21]([CH3:23])[CH:22]=1)[C:17](O)=[O:18].N. The catalyst is CC(=O)OCC. The product is [Br:13][C:14]1[CH:15]=[C:16]([CH:20]=[C:21]([CH3:23])[CH:22]=1)[C:17]([NH2:3])=[O:18]. The yield is 0.940. (2) The reactants are C([O:8][C:9](=[O:21])[NH:10][C:11]1C=CC2OCC[O:18][C:13]=2[CH:12]=1)C1C=CC=CC=1.[Li][CH2:23]CCC.[C:27]([O:32][CH2:33][C@H:34]1[O:36][CH2:35]1)(=O)[CH2:28][CH2:29][CH3:30].C([O-])([O-])=O.[Cs+].[Cs+]. The catalyst is C1COCC1.CC(=O)OCC. The product is [O:32]1[C:27]2[CH:28]=[CH:29][C:30]([N:10]3[CH2:11][C@@H:12]([CH2:13][OH:18])[O:8][C:9]3=[O:21])=[CH:23][C:35]=2[O:36][CH2:34][CH2:33]1. The yield is 0.410. (3) The yield is 0.200. The catalyst is O. The product is [CH2:1]([O:5][C:6]([C:8]1[N:9]=[C:10]([O:26][CH3:27])[C:11]2[C:16]([C:17]=1[O:18][CH2:19][C:20]1[CH:21]=[CH:22][CH:23]=[CH:24][CH:25]=1)=[CH:15][CH:14]=[CH:13][CH:12]=2)=[O:7])[CH2:2][CH2:3][CH3:4]. The reactants are [CH2:1]([O:5][C:6]([C:8]1[N:9]=[C:10]([OH:26])[C:11]2[C:16]([C:17]=1[O:18][CH2:19][C:20]1[CH:25]=[CH:24][CH:23]=[CH:22][CH:21]=1)=[CH:15][CH:14]=[CH:13][CH:12]=2)=[O:7])[CH2:2][CH2:3][CH3:4].[CH2:27](Cl)Cl. (4) The reactants are [CH3:1][O:2][C:3](=[O:20])[C:4]([C:12]1[CH:17]=[CH:16][C:15]([Cl:18])=[C:14]([Cl:19])[CH:13]=1)([CH3:11])[CH2:5][CH:6](OC)[O:7]C.Cl. The catalyst is C1COCC1.O. The product is [CH3:1][O:2][C:3](=[O:20])[C:4]([C:12]1[CH:17]=[CH:16][C:15]([Cl:18])=[C:14]([Cl:19])[CH:13]=1)([CH3:11])[CH2:5][CH:6]=[O:7]. The yield is 0.580. (5) The reactants are [CH2:1]([O:3][C:4]1[CH:5]=[C:6]([CH:9]=[CH:10][C:11]=1[OH:12])[CH:7]=[O:8])[CH3:2].C(=O)([O-])[O-].[K+].[K+].Br[CH2:20][C:21]1[CH:26]=[CH:25][C:24]([C:27]([F:30])([F:29])[F:28])=[CH:23][C:22]=1[C:31]([F:34])([F:33])[F:32].O. The catalyst is CN(C=O)C. The product is [F:32][C:31]([F:33])([F:34])[C:22]1[CH:23]=[C:24]([C:27]([F:30])([F:28])[F:29])[CH:25]=[CH:26][C:21]=1[CH2:20][O:12][C:11]1[CH:10]=[CH:9][C:6]([CH:7]=[O:8])=[CH:5][C:4]=1[O:3][CH2:1][CH3:2]. The yield is 0.980. (6) The reactants are C([O:3][C:4](=[O:34])[C:5]1[CH:10]=[CH:9][C:8]([NH:11][C:12]2[N:16]=[CH:15][N:14]([C:17]3[CH:22]=[CH:21][N:20]=[C:19]([N:23]4[CH2:28][CH:27]([CH3:29])[N:26]([C:30](=[O:32])[CH3:31])[CH:25]([CH3:33])[CH2:24]4)[CH:18]=3)[N:13]=2)=[CH:7][CH:6]=1)C.C1COCC1.[OH-].[Li+]. The catalyst is CO.O. The product is [C:30]([N:26]1[CH:25]([CH3:33])[CH2:24][N:23]([C:19]2[CH:18]=[C:17]([N:14]3[CH:15]=[N:16][C:12]([NH:11][C:8]4[CH:9]=[CH:10][C:5]([C:4]([OH:34])=[O:3])=[CH:6][CH:7]=4)=[N:13]3)[CH:22]=[CH:21][N:20]=2)[CH2:28][CH:27]1[CH3:29])(=[O:32])[CH3:31]. The yield is 0.835. (7) The reactants are [C:1]1([PH:7](=[O:11])[O:8][CH2:9][CH3:10])[CH:6]=[CH:5][CH:4]=[CH:3][CH:2]=1.Br[C:13]1[CH:18]=[CH:17][C:16]([O:19][CH:20]([CH3:22])[CH3:21])=[C:15]([CH:23]=[CH2:24])[CH:14]=1.C(N(CC)CC)C. The catalyst is C(#N)C.C([O-])(=O)C.[Pd+2].C([O-])(=O)C.C1(P(C2C=CC=CC=2)[C-]2C=CC=C2)C=CC=CC=1.[C-]1(P(C2C=CC=CC=2)C2C=CC=CC=2)C=CC=C1.[Fe+2]. The product is [C:1]1([P:7]([C:13]2[CH:18]=[CH:17][C:16]([O:19][CH:20]([CH3:21])[CH3:22])=[C:15]([CH:23]=[CH2:24])[CH:14]=2)(=[O:11])[O:8][CH2:9][CH3:10])[CH:6]=[CH:5][CH:4]=[CH:3][CH:2]=1. The yield is 0.870. (8) The reactants are F[C:2]1[CH:23]=[CH:22][C:5]([CH2:6][N:7]2[C:11](=[O:12])[N:10]([C:13]3[S:17][C:16]([C:18]([OH:20])=O)=[C:15]([CH3:21])[CH:14]=3)[CH:9]=[N:8]2)=CC=1.C1(CCN2C(=O)N(C3SC(C(O)=O)=C(C)C=3)C=N2)CC1.[NH2:44][CH2:45][C:46]1[CH:47]=[N:48][CH:49]=[CH:50][CH:51]=1. The yield is 0.870. The product is [CH:22]1([CH2:5][CH2:6][N:7]2[C:11](=[O:12])[N:10]([C:13]3[S:17][C:16]([C:18]([NH:44][CH2:45][C:46]4[CH:47]=[N:48][CH:49]=[CH:50][CH:51]=4)=[O:20])=[C:15]([CH3:21])[CH:14]=3)[CH:9]=[N:8]2)[CH2:23][CH2:2]1. No catalyst specified. (9) The reactants are [CH3:1][C:2]1[CH:27]=[CH:26][C:5]([C:6]([NH:8][C:9]2[S:10][C:11]3[CH:17]=[CH:16][C:15]([O:18][CH2:19][C:20]4[CH:25]=[CH:24][CH:23]=[CH:22][CH:21]=4)=[CH:14][C:12]=3[N:13]=2)=[O:7])=[CH:4][CH:3]=1.Br[CH:29]([CH2:34][CH3:35])[C:30]([O:32]C)=[O:31].CC1C=CC(C(NC2SC3C=C(C)C=CC=3N=2)=O)=CC=1.BrC(CC)C(OCC)=O. No catalyst specified. The product is [CH2:19]([O:18][C:15]1[CH:16]=[CH:17][C:11]2[S:10][C:9](=[N:8][C:6](=[O:7])[C:5]3[CH:4]=[CH:3][C:2]([CH3:1])=[CH:27][CH:26]=3)[N:13]([CH:29]([CH2:34][CH3:35])[C:30]([OH:32])=[O:31])[C:12]=2[CH:14]=1)[C:20]1[CH:21]=[CH:22][CH:23]=[CH:24][CH:25]=1. The yield is 0.740.